This data is from Full USPTO retrosynthesis dataset with 1.9M reactions from patents (1976-2016). The task is: Predict the reactants needed to synthesize the given product. (1) Given the product [C:1]([O:5][C:6]([N:8]1[C:21]2[C:13](=[CH:14][C:15]3[CH2:16][O:17][CH2:18][C:19]=3[CH:20]=2)[C@@H:12]([N:22]([CH2:28][C:29]2[CH:30]=[C:31]([C:39]([F:40])([F:41])[F:42])[CH:32]=[C:33]([C:35]([F:36])([F:37])[F:38])[CH:34]=2)[C:23]2[N:24]=[N:25][N:26]([CH2:49][CH2:48][O:47][C:43]([CH3:46])([CH3:45])[CH3:44])[N:27]=2)[CH2:11][CH2:10][CH2:9]1)=[O:7])([CH3:4])([CH3:2])[CH3:3], predict the reactants needed to synthesize it. The reactants are: [C:1]([O:5][C:6]([N:8]1[C:21]2[C:13](=[CH:14][C:15]3[CH2:16][O:17][CH2:18][C:19]=3[CH:20]=2)[C@@H:12]([N:22]([CH2:28][C:29]2[CH:34]=[C:33]([C:35]([F:38])([F:37])[F:36])[CH:32]=[C:31]([C:39]([F:42])([F:41])[F:40])[CH:30]=2)[C:23]2[N:24]=[N:25][NH:26][N:27]=2)[CH2:11][CH2:10][CH2:9]1)=[O:7])([CH3:4])([CH3:3])[CH3:2].[C:43]([O:47][CH2:48][CH2:49]O)([CH3:46])([CH3:45])[CH3:44].C1(P(C2C=CC=CC=2)C2C=CC=CC=2)C=CC=CC=1.N(C(OCC)=O)=NC(OCC)=O. (2) Given the product [N+:17]([C:14]1[CH:15]=[CH:16][C:11]([CH:2]([C:1]([O:8][CH3:9])=[O:7])[C:3]([O:5][CH3:6])=[O:4])=[CH:12][CH:13]=1)([O-:19])=[O:18], predict the reactants needed to synthesize it. The reactants are: [C:1]([O:8][CH3:9])(=[O:7])[CH2:2][C:3]([O:5][CH3:6])=[O:4].Br[C:11]1[CH:16]=[CH:15][C:14]([N+:17]([O-:19])=[O:18])=[CH:13][CH:12]=1.P([O-])([O-])([O-])=O.[K+].[K+].[K+].CC1(C)C2C=CC=C(P(C3C=CC=CC=3)C3C=CC=CC=3)C=2OC2C1=CC=CC=2P(C1C=CC=CC=1)C1C=CC=CC=1. (3) Given the product [CH2:18]([C:17]1[O:16][C:7]2[CH:6]=[CH:5][C:4]([CH2:8][C:9]([OH:11])=[O:10])=[CH:3][C:2]=2[N:1]=1)[CH2:19][CH2:20][CH2:21][CH3:22], predict the reactants needed to synthesize it. The reactants are: [NH2:1][C:2]1[C:3](O)=[C:4]([CH2:8][C:9]([OH:11])=[O:10])[CH:5]=[CH:6][CH:7]=1.Cl.C([O:16][C:17](=N)[CH2:18][CH2:19][CH2:20][CH2:21][CH3:22])C. (4) Given the product [O:1]=[C:2]([O:20][CH2:21][CH:22]([O:44][C:45](=[O:63])[CH2:46][CH2:47][CH2:48][CH2:49][CH2:50][CH2:51][CH2:52]/[CH:53]=[CH:54]\[CH2:55][CH2:56][CH2:57][CH2:58][CH2:59][CH2:60][CH2:61][CH3:62])[CH2:23][O:24][C:25](=[O:43])[CH2:26][CH2:27][CH2:28][CH2:29][CH2:30][CH2:31][CH2:32]/[CH:33]=[CH:34]\[CH2:35][CH2:36][CH2:37][CH2:38][CH2:39][CH2:40][CH2:41][CH3:42])[CH2:3][CH2:4][CH2:5][CH2:6][CH2:7][CH2:8][CH2:9]/[CH:10]=[CH:11]\[CH2:12][CH2:13][CH2:14][CH2:15][CH2:16][CH2:17][CH2:18][CH3:19].[C:2]([OH:20])(=[O:1])[CH2:3][CH2:4][CH2:5][CH2:6][CH2:7][CH2:8][CH2:9]/[CH:10]=[CH:11]\[CH2:12][CH2:13][CH2:14][CH2:15][CH2:16][CH2:17][CH2:18][CH3:19], predict the reactants needed to synthesize it. The reactants are: [O:1]=[C:2]([O:20][CH2:21][CH:22]([O:44][C:45](=[O:63])[CH2:46][CH2:47][CH2:48][CH2:49][CH2:50][CH2:51][CH2:52]/[CH:53]=[CH:54]\[CH2:55][CH2:56][CH2:57][CH2:58][CH2:59][CH2:60][CH2:61][CH3:62])[CH2:23][O:24][C:25](=[O:43])[CH2:26][CH2:27][CH2:28][CH2:29][CH2:30][CH2:31][CH2:32]/[CH:33]=[CH:34]\[CH2:35][CH2:36][CH2:37][CH2:38][CH2:39][CH2:40][CH2:41][CH3:42])[CH2:3][CH2:4][CH2:5][CH2:6][CH2:7][CH2:8][CH2:9]/[CH:10]=[CH:11]\[CH2:12][CH2:13][CH2:14][CH2:15][CH2:16][CH2:17][CH2:18][CH3:19].[Cl-].[Na+]. (5) Given the product [CH3:28][O:27][C:4]1[N:3]=[C:2]([C:29]2[CH:34]=[CH:33][CH:32]=[CH:31][CH:30]=2)[C:7]([C:8]([N:10]2[C@H:15]([CH3:16])[CH2:14][CH2:13][C@@H:12]([O:17][C:18]3[C:23]([CH3:24])=[C:22]([C:25]#[N:26])[CH:21]=[CH:20][N:19]=3)[CH2:11]2)=[O:9])=[CH:6][CH:5]=1, predict the reactants needed to synthesize it. The reactants are: Cl[C:2]1[C:7]([C:8]([N:10]2[C@H:15]([CH3:16])[CH2:14][CH2:13][C@@H:12]([O:17][C:18]3[C:23]([CH3:24])=[C:22]([C:25]#[N:26])[CH:21]=[CH:20][N:19]=3)[CH2:11]2)=[O:9])=[CH:6][CH:5]=[C:4]([O:27][CH3:28])[N:3]=1.[C:29]1(B2OC(C)(C)C(C)(C)O2)[CH:34]=[CH:33][CH:32]=[CH:31][CH:30]=1.P([O-])([O-])([O-])=O.[K+].[K+].[K+].N#N. (6) Given the product [NH2:1][C:2]1[N:3]=[C:4]([CH3:23])[C:5]2[CH:11]=[C:10]([C:12]#[CH:13])[C:9](=[O:18])[N:8]([CH:19]3[CH2:22][CH2:21][CH2:20]3)[C:6]=2[N:7]=1, predict the reactants needed to synthesize it. The reactants are: [NH2:1][C:2]1[N:3]=[C:4]([CH3:23])[C:5]2[CH:11]=[C:10]([C:12]#[C:13][Si](C)(C)C)[C:9](=[O:18])[N:8]([CH:19]3[CH2:22][CH2:21][CH2:20]3)[C:6]=2[N:7]=1.C([O-])([O-])=O.[K+].[K+]. (7) Given the product [Cl:8][C:9]1[CH:10]=[C:11]([C@H:16]2[C:25]3[C:20](=[CH:21][C:22]([CH2:26][S:27]([C:30]4[CH:35]=[CH:34][CH:33]=[CH:32][CH:31]=4)(=[O:28])=[O:29])=[CH:23][CH:24]=3)[C@@H:19]([NH:36][CH3:37])[CH2:18][CH2:17]2)[CH:12]=[CH:13][C:14]=1[Cl:15], predict the reactants needed to synthesize it. The reactants are: FC(F)(F)C(O)=O.[Cl:8][C:9]1[CH:10]=[C:11]([C@H:16]2[C:25]3[C:20](=[CH:21][C:22]([CH2:26][S:27]([C:30]4[CH:35]=[CH:34][CH:33]=[CH:32][CH:31]=4)(=[O:29])=[O:28])=[CH:23][CH:24]=3)[C@@H:19]([N:36](C)[C:37](=O)OC(C)(C)C)[CH2:18][CH2:17]2)[CH:12]=[CH:13][C:14]=1[Cl:15].